From a dataset of Reaction yield outcomes from USPTO patents with 853,638 reactions. Predict the reaction yield, written as a fraction of the theoretical maximum amount of product (1.0 means a 100% yield; for example, 0.34 means a 34% yield). (1) The catalyst is O1CCOCC1. The product is [Cl:1][C:2]1[CH:6]=[CH:5][S:4][C:3]=1[C:7]1[O:8][N:19]=[C:17]([C:16]2[CH:15]=[CH:14][C:13]([O:12][C:11]([F:10])([F:23])[F:24])=[CH:22][CH:21]=2)[N:18]=1. The yield is 0.750. The reactants are [Cl:1][C:2]1[CH:6]=[CH:5][S:4][C:3]=1[C:7](Cl)=[O:8].[F:10][C:11]([F:24])([F:23])[O:12][C:13]1[CH:22]=[CH:21][C:16]([C:17](=[N:19]O)[NH2:18])=[CH:15][CH:14]=1.N1C=CC=CC=1.O. (2) The reactants are CI.[CH3:3][N:4]1[C:8]([C:9]2[CH:10]=[N:11][CH:12]=[CH:13][CH:14]=2)=[N:7][NH:6][C:5]1=[S:15].[OH-].[Na+].[CH2:18](Cl)Cl. The catalyst is CCO. The product is [CH3:3][N:4]1[C:5]([S:15][CH3:18])=[N:6][N:7]=[C:8]1[C:9]1[CH:10]=[N:11][CH:12]=[CH:13][CH:14]=1. The yield is 0.980. (3) The reactants are [CH3:1][C:2]1[NH:3][CH:4]=[C:5]([C:7]([OH:9])=O)[N:6]=1.C1C=CC2N(O)N=NC=2C=1.CCN=C=NCCCN(C)C.[OH:31][CH2:32][CH2:33][NH:34][CH:35]1[CH2:40][CH2:39][N:38]([C:41]([O:43][C:44]([CH3:47])([CH3:46])[CH3:45])=[O:42])[CH2:37][CH2:36]1. The catalyst is C(#N)C.C(N(CC)CC)C. The product is [OH:31][CH2:32][CH2:33][N:34]([C:7]([C:5]1[N:6]=[C:2]([CH3:1])[NH:3][CH:4]=1)=[O:9])[CH:35]1[CH2:40][CH2:39][N:38]([C:41]([O:43][C:44]([CH3:47])([CH3:46])[CH3:45])=[O:42])[CH2:37][CH2:36]1. The yield is 0.180. (4) The reactants are [CH3:1][O:2][C:3]([C:5]1[O:6][C:7]2[CH:13]=[CH:12][C:11]([OH:14])=[CH:10][C:8]=2[CH:9]=1)=[O:4].[H-].[Na+].[CH3:17][N:18]([CH3:22])[C:19](Cl)=[S:20]. The catalyst is CN(C=O)C. The product is [CH3:1][O:2][C:3]([C:5]1[O:6][C:7]2[CH:13]=[CH:12][C:11]([O:14][C:19](=[S:20])[N:18]([CH3:22])[CH3:17])=[CH:10][C:8]=2[CH:9]=1)=[O:4]. The yield is 0.450. (5) The reactants are Br[C:2]1[C:3]2[N:4]([C:9]([C:19]3[CH:24]=[CH:23][N:22]=[C:21]([NH2:25])[N:20]=3)=[C:10]([C:12]3[CH:17]=[CH:16][CH:15]=[C:14]([CH3:18])[N:13]=3)[N:11]=2)[CH:5]=[C:6]([CH3:8])[CH:7]=1.[N:26]1[CH:31]=[CH:30][C:29]([CH2:32][CH2:33][NH2:34])=[CH:28][CH:27]=1.CC([O-])(C)C.[Na+].C1(P(C2CCCCC2)C2C=CC=CC=2C2C=CC=CC=2N(C)C)CCCCC1. The catalyst is O1CCOCC1.CC([O-])=O.CC([O-])=O.[Pd+2].O. The product is [NH2:25][C:21]1[N:20]=[C:19]([C:9]2[N:4]3[CH:5]=[C:6]([CH3:8])[CH:7]=[C:2]([NH:34][CH2:33][CH2:32][C:29]4[CH:30]=[CH:31][N:26]=[CH:27][CH:28]=4)[C:3]3=[N:11][C:10]=2[C:12]2[CH:17]=[CH:16][CH:15]=[C:14]([CH3:18])[N:13]=2)[CH:24]=[CH:23][N:22]=1. The yield is 0.110. (6) The reactants are [NH2:1][C:2]1[N:14]=[C:13]([C:15]2[CH:20]=[CH:19][C:18]([F:21])=[CH:17][C:16]=2[O:22][CH2:23][O:24][CH3:25])[CH:12]=[C:11]([C:26]2[CH:31]=[CH:30][CH:29]=[C:28]([N+:32]([O-:34])=[O:33])[CH:27]=2)[C:3]=1[C:4]([O:6][C:7]([CH3:10])([CH3:9])[CH3:8])=[O:5].[O:35]1[CH:39]=[CH:38][CH:37]=[C:36]1[C:40](Cl)=[O:41]. No catalyst specified. The product is [F:21][C:18]1[CH:19]=[CH:20][C:15]([C:13]2[CH:12]=[C:11]([C:26]3[CH:31]=[CH:30][CH:29]=[C:28]([N+:32]([O-:34])=[O:33])[CH:27]=3)[C:3]([C:4]([O:6][C:7]([CH3:8])([CH3:9])[CH3:10])=[O:5])=[C:2]([NH:1][C:40]([C:36]3[O:35][CH:39]=[CH:38][CH:37]=3)=[O:41])[N:14]=2)=[C:16]([O:22][CH2:23][O:24][CH3:25])[CH:17]=1. The yield is 0.910. (7) The reactants are [C:1]1([CH2:7][C:8]([C:10]2[CH:23]=[CH:22][C:13]([CH2:14][N:15]3[CH2:18][CH:17]([C:19]([OH:21])=[O:20])[CH2:16]3)=[CH:12][CH:11]=2)=O)[CH:6]=[CH:5][CH:4]=[CH:3][CH:2]=1.CCO. The catalyst is OS(O)(=O)=O.[Pd]. The product is [CH2:8]([C:10]1[CH:23]=[CH:22][C:13]([CH2:14][N:15]2[CH2:16][CH:17]([C:19]([OH:21])=[O:20])[CH2:18]2)=[CH:12][CH:11]=1)[CH2:7][C:1]1[CH:2]=[CH:3][CH:4]=[CH:5][CH:6]=1. The yield is 0.520.